From a dataset of Forward reaction prediction with 1.9M reactions from USPTO patents (1976-2016). Predict the product of the given reaction. (1) Given the reactants [O:1]=[C:2]([CH3:17])[CH2:3][CH2:4][C:5]1[CH:6]=[CH:7][C:8]2[N:9]([C:11]([C:14]([OH:16])=O)=[CH:12][N:13]=2)[CH:10]=1.C(Cl)(=O)C(Cl)=O.CN(C)C=O.[F:29][C:30]1([F:47])[CH2:33][CH:32]([C:34]2[O:38][N:37]=[C:36]([C:39]3[CH:40]=[CH:41][C:42]([CH3:46])=[C:43]([CH:45]=3)[NH2:44])[N:35]=2)[CH2:31]1, predict the reaction product. The product is: [F:47][C:30]1([F:29])[CH2:31][CH:32]([C:34]2[O:38][N:37]=[C:36]([C:39]3[CH:40]=[CH:41][C:42]([CH3:46])=[C:43]([NH:44][C:14]([C:11]4[N:9]5[CH:10]=[C:5]([CH2:4][CH2:3][C:2](=[O:1])[CH3:17])[CH:6]=[CH:7][C:8]5=[N:13][CH:12]=4)=[O:16])[CH:45]=3)[N:35]=2)[CH2:33]1. (2) Given the reactants [CH2:1]([N:3]([CH2:13][CH3:14])[CH:4]1[CH2:12][C:11]2[C:6](=[CH:7][CH:8]=[CH:9][CH:10]=2)[CH2:5]1)[CH3:2].FC(F)(F)C(O)=O.[N+:22]([O-])([OH:24])=[O:23].N.O, predict the reaction product. The product is: [CH2:13]([N:3]([CH2:1][CH3:2])[CH:4]1[CH2:12][C:11]2[C:6](=[CH:7][CH:8]=[C:9]([N+:22]([O-:24])=[O:23])[CH:10]=2)[CH2:5]1)[CH3:14]. (3) Given the reactants [NH2:1][CH2:2][CH:3]([OH:9])[C:4]([N:6]([CH3:8])[CH3:7])=[O:5].C([O-])([O-])=O.[K+].[K+].[Br:16][C:17]1[CH:18]=[C:19]([CH:24]=[CH:25][C:26]=1[CH2:27]Br)[C:20]([O:22][CH3:23])=[O:21], predict the reaction product. The product is: [Br:16][C:17]1[CH:18]=[C:19]([CH:24]=[CH:25][C:26]=1[CH2:27][NH:1][CH2:2][CH:3]([OH:9])[C:4]([N:6]([CH3:8])[CH3:7])=[O:5])[C:20]([O:22][CH3:23])=[O:21].